This data is from Full USPTO retrosynthesis dataset with 1.9M reactions from patents (1976-2016). The task is: Predict the reactants needed to synthesize the given product. (1) Given the product [C:9]1([C:8]([O:16][CH2:17][CH2:18][O:19][C:20]([NH:7][C:3]2([C:4]([OH:6])=[O:5])[CH2:2][CH2:1]2)=[O:21])=[O:15])[CH:10]=[CH:11][CH:12]=[CH:13][CH:14]=1, predict the reactants needed to synthesize it. The reactants are: [CH2:1]1[C:3]([NH2:7])([C:4]([OH:6])=[O:5])[CH2:2]1.[C:8]([O:16][CH2:17][CH2:18][O:19][C:20](ON1C(=O)CCC1=O)=[O:21])(=[O:15])[C:9]1[CH:14]=[CH:13][CH:12]=[CH:11][CH:10]=1. (2) The reactants are: [CH:1](=O)[C:2]1[CH:7]=[CH:6][CH:5]=[CH:4][CH:3]=1.[CH3:9][C:10]([CH3:12])=[O:11].[OH-].[K+]. Given the product [C:2]1(/[CH:1]=[CH:9]/[C:10](=[O:11])/[CH:12]=[CH:1]/[C:2]2[CH:7]=[CH:6][CH:5]=[CH:4][CH:3]=2)[CH:7]=[CH:6][CH:5]=[CH:4][CH:3]=1, predict the reactants needed to synthesize it. (3) Given the product [F:2][C:3]1[C:12]([F:13])=[C:11]2[C:6]([CH2:7][CH2:8][CH:9]([CH2:14][CH2:15][CH2:16][CH2:17][CH3:18])[O:10]2)=[C:5]([I:19])[C:4]=1[OH:20], predict the reactants needed to synthesize it. The reactants are: Cl.[F:2][C:3]1[C:12]([F:13])=[C:11]2[C:6]([CH2:7][CH2:8][CH:9]([CH2:14][CH2:15][CH2:16][CH2:17][CH3:18])[O:10]2)=[C:5]([I:19])[C:4]=1[O:20]COC. (4) Given the product [OH:27][C@@H:26]1[C@H:20]2[N:19]([C:17](=[O:18])[C@@H:16]([NH:12][C:13](=[O:15])[O:14][C:46]([CH3:48])([CH3:47])[CH3:45])[CH2:28][CH:29]([CH3:30])[CH3:31])[CH2:23][CH2:22][C@H:21]2[O:24][CH2:25]1, predict the reactants needed to synthesize it. The reactants are: CN1CCOCC1.C([N:12]([C@@H:16]([CH2:28][CH:29]([CH3:31])[CH3:30])[C:17]([N:19]1[CH2:23][CH2:22][C@H:21]2[O:24][CH2:25][C@H:26]([OH:27])[C@@H:20]12)=[O:18])[C:13](=[O:15])[OH:14])(C)(C)C.Cl.O1[C@H]2[C@H](NCC2)[C@@H](O)C1.FC(=O)[C@@H](NC(=O)O[C:46]([CH3:48])([CH3:47])[CH3:45])[CH2:45][CH:46]([CH3:48])[CH3:47]. (5) Given the product [Br:5][C:6]1[N:11]=[C:10]2[S:1][C:2]([NH2:3])=[N:12][C:9]2=[CH:8][CH:7]=1, predict the reactants needed to synthesize it. The reactants are: [S-:1][C:2]#[N:3].[K+].[Br:5][C:6]1[N:11]=[CH:10][C:9]([NH2:12])=[CH:8][CH:7]=1.BrBr. (6) Given the product [CH3:1][C:2]1([CH3:10])[CH:8]2[CH2:9][CH:3]1[CH2:4][CH2:5][C:6]2=[CH2:7], predict the reactants needed to synthesize it. The reactants are: [CH3:1][C:2]1([CH3:10])[CH:8]2[CH2:9][CH:3]1[CH2:4][CH2:5][C:6]2=[CH2:7].CC(=C)C. (7) Given the product [C:57]([C:55]1[O:56][C:52]2[C:51]([C:61]#[N:62])=[CH:50][C:49]([C:63]3[CH:68]=[CH:67][CH:66]=[CH:65][CH:64]=3)=[C:48]([N:73]3[CH2:74][CH2:75][C@H:71]([N:70]([CH3:76])[CH3:69])[CH2:72]3)[C:53]=2[CH:54]=1)([CH3:60])([CH3:59])[CH3:58], predict the reactants needed to synthesize it. The reactants are: C1C=CC(P(C2C=CC3C(=CC=CC=3)C=2C2C3C(=CC=CC=3)C=CC=2P(C2C=CC=CC=2)C2C=CC=CC=2)C2C=CC=CC=2)=CC=1.Br[C:48]1[C:53]2[CH:54]=[C:55]([C:57]([CH3:60])([CH3:59])[CH3:58])[O:56][C:52]=2[C:51]([C:61]#[N:62])=[CH:50][C:49]=1[C:63]1[CH:68]=[CH:67][CH:66]=[CH:65][CH:64]=1.[CH3:69][N:70]([CH3:76])[C@H:71]1[CH2:75][CH2:74][NH:73][CH2:72]1.CC(C)([O-])C.[Na+]. (8) Given the product [CH3:8][C:7]([CH2:6][CH2:9][CH3:11])=[C:2]1[CH:1]=[CH:5][CH:4]=[CH:3]1, predict the reactants needed to synthesize it. The reactants are: [CH:1]1[CH2:5][CH:4]=[CH:3][CH:2]=1.[CH2:6]([C:9]([CH3:11])=O)[CH2:7][CH3:8].N1CCCC1. (9) Given the product [CH3:23][CH:19]1[O:11][C:3]2[CH:4]=[CH:5][C:6]([N+:8]([O-:10])=[O:9])=[CH:7][C:2]=2[NH:1][C:20]1=[O:21], predict the reactants needed to synthesize it. The reactants are: [NH2:1][C:2]1[CH:7]=[C:6]([N+:8]([O-:10])=[O:9])[CH:5]=[CH:4][C:3]=1[OH:11].C(=O)([O-])[O-].[K+].[K+].Br[C:19](C)([CH3:23])[C:20](Br)=[O:21]. (10) The reactants are: [CH3:1][CH2:2][C@@:3]1([OH:28])[C:8](=[O:9])[O:7][CH2:6][C:5]2[C:10]([N:12]3[C:24](=[CH:25][C:4]1=2)[C:23]1[C:14](=[C:15]([CH:26]=O)[C:16]2[C:21]([N:22]=1)=[CH:20][CH:19]=[CH:18][CH:17]=2)[CH2:13]3)=[O:11].[NH2:29][C:30]1[CH:35]=[CH:34][CH:33]=[CH:32][CH:31]=1.[Yb]. Given the product [CH3:1][CH2:2][C@@:3]1([OH:28])[C:8](=[O:9])[O:7][CH2:6][C:5]2[C:10]([N:12]3[C:24](=[CH:25][C:4]1=2)[C:23]1[C:14](=[C:15]([CH:26]=[N:29][C:30]2[CH:35]=[CH:34][CH:33]=[CH:32][CH:31]=2)[C:16]2[C:21]([N:22]=1)=[CH:20][CH:19]=[CH:18][CH:17]=2)[CH2:13]3)=[O:11], predict the reactants needed to synthesize it.